Dataset: Full USPTO retrosynthesis dataset with 1.9M reactions from patents (1976-2016). Task: Predict the reactants needed to synthesize the given product. (1) Given the product [F:15][C:14]([F:17])([F:16])[CH:10]1[CH2:9][NH:8][CH2:13][CH2:12][NH:11]1, predict the reactants needed to synthesize it. The reactants are: C([N:8]1[CH2:13][CH2:12][NH:11][CH:10]([C:14]([F:17])([F:16])[F:15])[CH2:9]1)C1C=CC=CC=1.CC(O)=O.[H][H]. (2) Given the product [CH:1]([C:4]1[CH:8]=[N:7][N:6]([C:9]2[CH:14]=[CH:13][CH:12]=[CH:11][C:10]=2[O:15][C:16]([F:17])([F:18])[F:19])[C:5]=1[CH2:20][O:21][C:23]1[N:28]=[C:27]([CH3:29])[C:26]([N+:30]([O-:32])=[O:31])=[CH:25][CH:24]=1)([CH3:3])[CH3:2], predict the reactants needed to synthesize it. The reactants are: [CH:1]([C:4]1[CH:8]=[N:7][N:6]([C:9]2[CH:14]=[CH:13][CH:12]=[CH:11][C:10]=2[O:15][C:16]([F:19])([F:18])[F:17])[C:5]=1[CH2:20][OH:21])([CH3:3])[CH3:2].Cl[C:23]1[N:28]=[C:27]([CH3:29])[C:26]([N+:30]([O-:32])=[O:31])=[CH:25][CH:24]=1.C(=O)([O-])[O-].[Cs+].[Cs+].C(P(C(C)(C)C)C1C=CC2C(=CC=CC=2)C=1C1C2C(=CC=CC=2)C=CC=1)(C)(C)C. (3) The reactants are: [F:1][C:2]1[CH:7]=[CH:6][C:5]([C:8](=O)[CH:9]([C:16]2[CH:21]=[CH:20][CH:19]=[CH:18][CH:17]=2)[CH2:10][C:11](=O)[CH:12]([CH3:14])[CH3:13])=[CH:4][CH:3]=1.[NH2:23][CH2:24][CH2:25][C@H:26]1[O:31][B:30]([CH2:32][CH3:33])[O:29][C@@H:28]([CH2:34][C:35]([O:37][C:38]([CH3:41])([CH3:40])[CH3:39])=[O:36])[CH2:27]1. Given the product [CH2:32]([B:30]1[O:29][C@@H:28]([CH2:34][C:35]([O:37][C:38]([CH3:39])([CH3:40])[CH3:41])=[O:36])[CH2:27][C@@H:26]([CH2:25][CH2:24][N:23]2[C:11]([CH:12]([CH3:14])[CH3:13])=[CH:10][C:9]([C:16]3[CH:21]=[CH:20][CH:19]=[CH:18][CH:17]=3)=[C:8]2[C:5]2[CH:6]=[CH:7][C:2]([F:1])=[CH:3][CH:4]=2)[O:31]1)[CH3:33], predict the reactants needed to synthesize it. (4) The reactants are: [N+:1]([C:4]1[CH:9]=[CH:8][N:7]=[C:6]([CH2:10][O:11]C(=O)C)[CH:5]=1)([O-:3])=[O:2].[OH-].[Na+]. Given the product [N+:1]([C:4]1[CH:9]=[CH:8][N:7]=[C:6]([CH2:10][OH:11])[CH:5]=1)([O-:3])=[O:2], predict the reactants needed to synthesize it.